This data is from Forward reaction prediction with 1.9M reactions from USPTO patents (1976-2016). The task is: Predict the product of the given reaction. (1) Given the reactants [Cl:1][C:2]1[C:7]([CH2:8][C:9]([O:11]C)=[O:10])=[C:6]([N:13]([CH3:15])[CH3:14])[N:5]=[C:4]([CH2:16][C:17]2[CH:22]=[CH:21][C:20]([NH:23][C:24]([C:26]3[CH:35]=[CH:34][C:33]4[C:28](=[CH:29][CH:30]=[CH:31][CH:32]=4)[CH:27]=3)=[O:25])=[CH:19][CH:18]=2)[N:3]=1.[OH-].[Na+].O, predict the reaction product. The product is: [Cl:1][C:2]1[C:7]([CH2:8][C:9]([OH:11])=[O:10])=[C:6]([N:13]([CH3:15])[CH3:14])[N:5]=[C:4]([CH2:16][C:17]2[CH:22]=[CH:21][C:20]([NH:23][C:24]([C:26]3[CH:35]=[CH:34][C:33]4[C:28](=[CH:29][CH:30]=[CH:31][CH:32]=4)[CH:27]=3)=[O:25])=[CH:19][CH:18]=2)[N:3]=1. (2) Given the reactants [CH3:1][O:2][C:3]1[C:13]2[CH:12]([C:14]3[CH:19]=[CH:18][CH:17]=[CH:16][CH:15]=3)[CH2:11][CH2:10][N:9]([CH3:20])[CH2:8][C:7]=2[CH:6]=[CH:5][CH:4]=1.[C:21]([OH:28])(=[O:27])/[CH:22]=[CH:23]/[C:24]([OH:26])=[O:25], predict the reaction product. The product is: [C:21]([OH:28])(=[O:27])/[CH:22]=[CH:23]/[C:24]([OH:26])=[O:25].[CH3:1][O:2][C:3]1[C:13]2[CH:12]([C:14]3[CH:19]=[CH:18][CH:17]=[CH:16][CH:15]=3)[CH2:11][CH2:10][N:9]([CH3:20])[CH2:8][C:7]=2[CH:6]=[CH:5][CH:4]=1. (3) The product is: [CH3:23][C:24]1[C:28]([C:2]2[CH:7]=[CH:6][C:5]([O:8][C:9]3[CH:10]=[C:11]([CH:16]=[C:17]([O:19][CH:20]([CH3:22])[CH3:21])[CH:18]=3)[C:12]([O:14][CH3:15])=[O:13])=[CH:4][CH:3]=2)=[C:27]([CH3:32])[O:26][N:25]=1. Given the reactants Br[C:2]1[CH:7]=[CH:6][C:5]([O:8][C:9]2[CH:10]=[C:11]([CH:16]=[C:17]([O:19][CH:20]([CH3:22])[CH3:21])[CH:18]=2)[C:12]([O:14][CH3:15])=[O:13])=[CH:4][CH:3]=1.[CH3:23][C:24]1[C:28](B(O)O)=[C:27]([CH3:32])[O:26][N:25]=1.C(=O)([O-])[O-].[Na+].[Na+], predict the reaction product. (4) Given the reactants [CH3:1][O:2][C:3]1[CH:4]=[CH:5][C:6]([C:12]([CH:14]2[CH2:19][CH2:18][O:17][CH2:16][CH2:15]2)=O)=[C:7]([CH:11]=1)[C:8](O)=[O:9].O.[NH2:21][NH2:22], predict the reaction product. The product is: [CH3:1][O:2][C:3]1[CH:11]=[C:7]2[C:6]([C:12]([CH:14]3[CH2:19][CH2:18][O:17][CH2:16][CH2:15]3)=[N:21][NH:22][C:8]2=[O:9])=[CH:5][CH:4]=1. (5) Given the reactants Br[CH2:2][CH2:3][CH2:4][O:5][C:6]1[CH:11]=[C:10]([O:12][CH3:13])[CH:9]=[CH:8][C:7]=1[NH:14][C:15](=[O:17])[CH3:16].C([O-])([O-])=O.[K+].[K+].[Cl:24][C:25]1[CH:40]=[CH:39][C:28]([CH2:29][C:30]2([OH:38])[CH2:35][CH2:34][NH:33][CH2:32][C:31]2([CH3:37])[CH3:36])=[CH:27][CH:26]=1, predict the reaction product. The product is: [Cl:24][C:25]1[CH:26]=[CH:27][C:28]([CH2:29][C:30]2([OH:38])[CH2:35][CH2:34][N:33]([CH2:2][CH2:3][CH2:4][O:5][C:6]3[CH:11]=[C:10]([O:12][CH3:13])[CH:9]=[CH:8][C:7]=3[NH:14][C:15](=[O:17])[CH3:16])[CH2:32][C:31]2([CH3:36])[CH3:37])=[CH:39][CH:40]=1. (6) Given the reactants Br[CH2:2][C@@H:3]([OH:25])[C@@H:4]([NH:14][C:15](=[O:24])[O:16][CH2:17][C:18]1[CH:23]=[CH:22][CH:21]=[CH:20][CH:19]=1)[CH2:5][C:6]1[CH:11]=[C:10]([Cl:12])[CH:9]=[C:8]([Cl:13])[CH:7]=1.C([O-])([O-])=O.[K+].[K+], predict the reaction product. The product is: [Cl:13][C:8]1[CH:7]=[C:6]([CH2:5][C@H:4]([NH:14][C:15](=[O:24])[O:16][CH2:17][C:18]2[CH:23]=[CH:22][CH:21]=[CH:20][CH:19]=2)[C@H:3]2[CH2:2][O:25]2)[CH:11]=[C:10]([Cl:12])[CH:9]=1.